Task: Predict the reaction yield, written as a fraction of the theoretical maximum amount of product (1.0 means a 100% yield; for example, 0.34 means a 34% yield).. Dataset: Reaction yield outcomes from USPTO patents with 853,638 reactions (1) The reactants are N[C:2]1[C:7]([N+:8]([O-:10])=[O:9])=[CH:6][C:5]([Br:11])=[CH:4][N:3]=1.C(ON=O)(C)(C)C.[C:19](#[N:21])C. No catalyst specified. The product is [Br:11][C:5]1[CH:6]=[C:7]([N+:8]([O-:10])=[O:9])[C:2]([C:19]#[N:21])=[N:3][CH:4]=1. The yield is 0.410. (2) The reactants are Br[C:2]1[CH:7]=[CH:6][C:5]([Br:8])=[CH:4][N:3]=1.[CH3:9][S-:10].[Na+].O. The catalyst is C(OCC)(=O)C. The product is [Br:8][C:5]1[CH:6]=[CH:7][C:2]([S:10][CH3:9])=[N:3][CH:4]=1. The yield is 0.840.